This data is from Full USPTO retrosynthesis dataset with 1.9M reactions from patents (1976-2016). The task is: Predict the reactants needed to synthesize the given product. (1) Given the product [CH3:11][O:12][C:13]1[CH:18]=[CH:17][C:16]([CH3:19])=[CH:15][C:14]=1[NH:20][C:21]([NH:23][C:24]1[CH:29]=[CH:28][C:27]([N:30]2[CH2:31][CH2:32][N:33]([C:8]([CH:3]3[CH2:4][CH2:5][CH2:6][CH2:7][CH:2]3[CH3:1])=[O:10])[CH2:34][CH2:35]2)=[CH:26][CH:25]=1)=[O:22], predict the reactants needed to synthesize it. The reactants are: [CH3:1][CH:2]1[CH2:7][CH2:6][CH2:5][CH2:4][CH:3]1[C:8]([OH:10])=O.[CH3:11][O:12][C:13]1[CH:18]=[CH:17][C:16]([CH3:19])=[CH:15][C:14]=1[NH:20][C:21]([NH:23][C:24]1[CH:29]=[CH:28][C:27]([N:30]2[CH2:35][CH2:34][NH:33][CH2:32][CH2:31]2)=[CH:26][CH:25]=1)=[O:22].CCCP1(OP(CCC)(=O)OP(CCC)(=O)O1)=O.C(=O)([O-])O.[Na+]. (2) Given the product [CH2:21]([N:10]1[C:11]2[C:16](=[CH:15][C:14]([C:17]([O:19][CH3:20])=[O:18])=[CH:13][CH:12]=2)[C:8]([CH3:7])=[N:9]1)[CH3:22], predict the reactants needed to synthesize it. The reactants are: C(=O)([O-])[O-].[K+].[K+].[CH3:7][C:8]1[C:16]2[C:11](=[CH:12][CH:13]=[C:14]([C:17]([O:19][CH3:20])=[O:18])[CH:15]=2)[NH:10][N:9]=1.[CH2:21](I)[CH3:22]. (3) Given the product [Cl:1][C:2]1[CH:3]=[CH:4][C:5]([C:8]2[NH:12][N:11]=[C:10]([C:52]3[CH2:53][C@H:54]4[N:49]([CH2:48][CH2:47][CH2:46]4)[CH2:50][CH:51]=3)[C:9]=2[C:21]2[CH:26]=[CH:25][N:24]=[CH:23][CH:22]=2)=[CH:6][CH:7]=1, predict the reactants needed to synthesize it. The reactants are: [Cl:1][C:2]1[CH:7]=[CH:6][C:5]([C:8]2[N:12](COCC[Si](C)(C)C)[N:11]=[CH:10][C:9]=2[C:21]2[CH:26]=[CH:25][N:24]=[CH:23][CH:22]=2)=[CH:4][CH:3]=1.BrC1C(C2C=CN=CC=2)=C(C2C=CC(F)=CC=2)NN=1.[CH2:46]1[C@@H:54]2[N:49]([CH2:50][CH2:51][C:52](=O)[CH2:53]2)[CH2:48][CH2:47]1. (4) Given the product [C:13]([O:17][C:18]([N:20]1[CH:25]2[CH2:26][CH2:27][CH:21]1[CH2:22][C:23]([C:31]1[C:30]([Cl:29])=[CH:35][N:34]=[CH:33][N:32]=1)([OH:28])[CH2:24]2)=[O:19])([CH3:16])([CH3:14])[CH3:15], predict the reactants needed to synthesize it. The reactants are: C([Li])CCC.C(NC(C)C)(C)C.[C:13]([O:17][C:18]([N:20]1[CH:25]2[CH2:26][CH2:27][CH:21]1[CH2:22][C:23](=[O:28])[CH2:24]2)=[O:19])([CH3:16])([CH3:15])[CH3:14].[Cl:29][C:30]1[CH:31]=[N:32][CH:33]=[N:34][CH:35]=1. (5) Given the product [C:2]([S:5]([N:7]([CH2:22][C:23]1[CH:28]=[CH:27][C:26]([C:29]([F:32])([F:30])[F:31])=[CH:25][CH:24]=1)[CH:8]([C:12]1[CH:17]=[CH:16][C:15]([C:18]([F:21])([F:20])[F:19])=[CH:14][CH:13]=1)[CH2:9]/[CH:10]=[CH:11]/[C:33]([O:37][CH3:38])=[O:36])=[O:6])([CH3:1])([CH3:3])[CH3:4], predict the reactants needed to synthesize it. The reactants are: [CH3:1][C:2]([S:5]([N:7]([CH2:22][C:23]1[CH:28]=[CH:27][C:26]([C:29]([F:32])([F:31])[F:30])=[CH:25][CH:24]=1)[CH:8]([C:12]1[CH:17]=[CH:16][C:15]([C:18]([F:21])([F:20])[F:19])=[CH:14][CH:13]=1)[CH2:9][CH:10]=[CH2:11])=[O:6])([CH3:4])[CH3:3].[C:33]([O:37][CH3:38])(=[O:36])C=C.